This data is from NCI-60 drug combinations with 297,098 pairs across 59 cell lines. The task is: Regression. Given two drug SMILES strings and cell line genomic features, predict the synergy score measuring deviation from expected non-interaction effect. (1) Drug 1: C1CN(CCN1C(=O)CCBr)C(=O)CCBr. Drug 2: CC12CCC3C(C1CCC2OP(=O)(O)O)CCC4=C3C=CC(=C4)OC(=O)N(CCCl)CCCl.[Na+]. Cell line: SF-268. Synergy scores: CSS=13.3, Synergy_ZIP=-5.53, Synergy_Bliss=0.362, Synergy_Loewe=-5.45, Synergy_HSA=-1.80. (2) Drug 1: CN1C(=O)N2C=NC(=C2N=N1)C(=O)N. Drug 2: C1=CC=C(C=C1)NC(=O)CCCCCCC(=O)NO. Cell line: T-47D. Synergy scores: CSS=6.89, Synergy_ZIP=-4.07, Synergy_Bliss=-9.77, Synergy_Loewe=-45.0, Synergy_HSA=-10.4. (3) Drug 2: C(CN)CNCCSP(=O)(O)O. Synergy scores: CSS=-5.00, Synergy_ZIP=2.52, Synergy_Bliss=0.761, Synergy_Loewe=-3.02, Synergy_HSA=-2.78. Cell line: NCI/ADR-RES. Drug 1: CN(C)N=NC1=C(NC=N1)C(=O)N. (4) Drug 1: CN1C2=C(C=C(C=C2)N(CCCl)CCCl)N=C1CCCC(=O)O.Cl. Drug 2: CC1CCC2CC(C(=CC=CC=CC(CC(C(=O)C(C(C(=CC(C(=O)CC(OC(=O)C3CCCCN3C(=O)C(=O)C1(O2)O)C(C)CC4CCC(C(C4)OC)O)C)C)O)OC)C)C)C)OC. Cell line: SN12C. Synergy scores: CSS=12.1, Synergy_ZIP=-3.25, Synergy_Bliss=0.455, Synergy_Loewe=-14.3, Synergy_HSA=-0.603. (5) Drug 1: CN(CC1=CN=C2C(=N1)C(=NC(=N2)N)N)C3=CC=C(C=C3)C(=O)NC(CCC(=O)O)C(=O)O. Drug 2: C1=CN(C(=O)N=C1N)C2C(C(C(O2)CO)O)O.Cl. Cell line: K-562. Synergy scores: CSS=47.0, Synergy_ZIP=-4.61, Synergy_Bliss=-9.83, Synergy_Loewe=-14.9, Synergy_HSA=-9.39. (6) Drug 1: C1=CN(C=N1)CC(O)(P(=O)(O)O)P(=O)(O)O. Drug 2: CN(C(=O)NC(C=O)C(C(C(CO)O)O)O)N=O. Cell line: OVCAR-5. Synergy scores: CSS=0.265, Synergy_ZIP=-1.74, Synergy_Bliss=-6.48, Synergy_Loewe=-2.31, Synergy_HSA=-5.69. (7) Drug 1: C1C(C(OC1N2C=NC3=C2NC=NCC3O)CO)O. Drug 2: COCCOC1=C(C=C2C(=C1)C(=NC=N2)NC3=CC=CC(=C3)C#C)OCCOC.Cl. Cell line: HCT-15. Synergy scores: CSS=-9.53, Synergy_ZIP=4.98, Synergy_Bliss=0.831, Synergy_Loewe=-5.00, Synergy_HSA=-6.53.